Dataset: Catalyst prediction with 721,799 reactions and 888 catalyst types from USPTO. Task: Predict which catalyst facilitates the given reaction. Reactant: [Cl:1][C:2]1[CH:3]=[C:4]([CH:7]=[CH:8][C:9]=1[O:10][C:11]1[CH:16]=[CH:15][C:14]([N+:17]([O-])=O)=[CH:13][CH:12]=1)[C:5]#[N:6].O.[Cl-].[NH4+]. Product: [NH2:17][C:14]1[CH:15]=[CH:16][C:11]([O:10][C:9]2[CH:8]=[CH:7][C:4]([C:5]#[N:6])=[CH:3][C:2]=2[Cl:1])=[CH:12][CH:13]=1. The catalyst class is: 186.